Dataset: Full USPTO retrosynthesis dataset with 1.9M reactions from patents (1976-2016). Task: Predict the reactants needed to synthesize the given product. (1) Given the product [CH3:19][C:18]1[NH:22][C:23]2[CH:28]=[CH:27][NH:26][C:25](=[O:29])[C:24]=2[CH:13]([C:5]2[CH:6]=[CH:7][CH:8]=[C:9]3[C:4]=2[O:3][C:2]([CH3:1])=[CH:11][C:10]3=[O:12])[C:17]=1[C:15]#[N:16], predict the reactants needed to synthesize it. The reactants are: [CH3:1][C:2]1[O:3][C:4]2[C:9]([C:10](=[O:12])[CH:11]=1)=[CH:8][CH:7]=[CH:6][C:5]=2[CH:13]=O.[C:15]([CH:17]=[C:18]([O-])[CH3:19])#[N:16].[Na+].[NH2:22][C:23]1[CH:28]=[CH:27][NH:26][C:25](=[O:29])[CH:24]=1.C(O)(=O)C. (2) Given the product [CH3:38][N:26]1[CH2:25][C:24]2[CH:23]=[CH:22][C:21]([NH:13][C:10]3[CH:9]=[CH:8][C:7]([C:5]4[CH:4]=[N:3][N:2]([CH3:1])[CH:6]=4)=[CH:12][N:11]=3)=[N:31][C:30]=2[O:29][C@H:28]([C:32]2[CH:37]=[CH:36][CH:35]=[CH:34][CH:33]=2)[CH2:27]1, predict the reactants needed to synthesize it. The reactants are: [CH3:1][N:2]1[CH:6]=[C:5]([C:7]2[CH:8]=[CH:9][C:10]([NH2:13])=[N:11][CH:12]=2)[CH:4]=[N:3]1.C(=O)([O-])[O-].[Cs+].[Cs+].Cl[C:21]1[CH:22]=[CH:23][C:24]2[CH2:25][N:26]([CH3:38])[CH2:27][C@@H:28]([C:32]3[CH:37]=[CH:36][CH:35]=[CH:34][CH:33]=3)[O:29][C:30]=2[N:31]=1.CCO. (3) Given the product [NH2:16][CH:3]1[CH2:4][CH2:5][CH2:6][C:2]1([CH3:1])[C:8]#[N:9], predict the reactants needed to synthesize it. The reactants are: [CH3:1][C:2]1([C:8]#[N:9])[CH2:6][CH2:5][CH2:4][C:3]1=O.C([O-])(=O)C.[NH4+].C([BH3-])#[N:16].[Na+]. (4) The reactants are: [CH3:1][O:2][C:3]1[CH:8]=[CH:7][C:6]([C:9]2[N:10]=[C:11]([NH2:14])[S:12][CH:13]=2)=[CH:5][CH:4]=1.Br[CH2:16][C:17]1[CH:24]=[CH:23][C:20]([C:21]#[N:22])=[CH:19][CH:18]=1.C(N(CC)C(C)C)(C)C.C(OCC)(=O)C. Given the product [CH3:1][O:2][C:3]1[CH:4]=[CH:5][C:6]([C:9]2[N:10]=[C:11]([NH:14][CH2:16][C:17]3[CH:24]=[CH:23][C:20]([C:21]#[N:22])=[CH:19][CH:18]=3)[S:12][CH:13]=2)=[CH:7][CH:8]=1, predict the reactants needed to synthesize it. (5) Given the product [CH2:13]([C:2]1[CH:3]=[C:4]([N:8]2[CH2:12][CH:11]=[CH:10][CH2:9]2)[CH:5]=[CH:6][CH:7]=1)[C:14]1[CH:19]=[CH:18][CH:17]=[CH:16][CH:15]=1, predict the reactants needed to synthesize it. The reactants are: Br[C:2]1[CH:3]=[C:4]([N:8]2[CH2:12][CH:11]=[CH:10][CH2:9]2)[CH:5]=[CH:6][CH:7]=1.[CH2:13]([Mg]Cl)[C:14]1[CH:19]=[CH:18][CH:17]=[CH:16][CH:15]=1. (6) Given the product [C:23]([O:27][C:28](=[O:30])[NH:4][CH2:3][C:2]([C:6]1[CH:11]=[CH:10][C:9]([Br:15])=[CH:8][C:7]=1[N+:12]([O-:14])=[O:13])([CH3:1])[CH3:5])([CH3:26])([CH3:25])[CH3:24], predict the reactants needed to synthesize it. The reactants are: [CH3:1][C:2]([C:6]1[CH:11]=[CH:10][CH:9]=[CH:8][C:7]=1[N+:12]([O-:14])=[O:13])([CH3:5])[CH2:3][NH2:4].[Br:15]N1C(=O)CCC1=O.[C:23]([O:27][C:28]([O:30]C(OC(C)(C)C)=O)=O)([CH3:26])([CH3:25])[CH3:24].Cl. (7) Given the product [C:1]([O:5][C:6]([N:8]1[CH2:13][CH2:12][O:11][CH2:10][C@H:9]1[C:14](=[O:40])[NH:15][C:16]1[CH:17]=[CH:18][C:19]([C:22]#[C:23][C:24]2[C:25]([C:32]3[CH:37]=[C:36]([Cl:38])[CH:35]=[CH:34][C:33]=3[OH:39])=[N:26][N:27]([CH2:29][CH2:30][OH:31])[CH:28]=2)=[CH:20][CH:21]=1)=[O:7])([CH3:4])([CH3:2])[CH3:3], predict the reactants needed to synthesize it. The reactants are: [C:1]([O:5][C:6]([N:8]1[CH2:13][CH2:12][O:11][CH2:10][CH:9]1[C:14](=[O:40])[NH:15][C:16]1[CH:21]=[CH:20][C:19]([C:22]#[C:23][C:24]2[C:25]([C:32]3[CH:37]=[C:36]([Cl:38])[CH:35]=[CH:34][C:33]=3[OH:39])=[N:26][N:27]([CH2:29][CH2:30][OH:31])[CH:28]=2)=[CH:18][CH:17]=1)=[O:7])([CH3:4])([CH3:3])[CH3:2].NC1C=CC(C#CC2C(C3C=C(Cl)C=CC=3O)=NN(CCO)C=2)=CC=1.C(OC(N1CCOC[C@H]1C(O)=O)=O)(C)(C)C. (8) Given the product [F:8][C:3]1[CH:4]=[CH:5][CH:6]=[CH:7][C:2]=1[C:17]([CH:19]1[CH2:24][CH2:23][N:22]([C:25]([O:27][C:28]([CH3:31])([CH3:30])[CH3:29])=[O:26])[CH2:21][CH2:20]1)=[O:18], predict the reactants needed to synthesize it. The reactants are: Br[C:2]1[CH:7]=[CH:6][CH:5]=[CH:4][C:3]=1[F:8].[Li]CCCC.CON(C)[C:17]([CH:19]1[CH2:24][CH2:23][N:22]([C:25]([O:27][C:28]([CH3:31])([CH3:30])[CH3:29])=[O:26])[CH2:21][CH2:20]1)=[O:18].